From a dataset of Full USPTO retrosynthesis dataset with 1.9M reactions from patents (1976-2016). Predict the reactants needed to synthesize the given product. Given the product [CH:21]1([NH:24][C:25](=[O:42])[C:26]2[CH:31]=[CH:30][C:29]([CH3:32])=[C:28]([C:2]3[CH:3]=[C:4]4[C:9](=[CH:10][CH:11]=3)[N:8]([CH2:12][CH2:13][N:14]3[CH2:19][CH2:18][O:17][CH2:16][CH2:15]3)[C:7](=[O:20])[N:6]=[CH:5]4)[CH:27]=2)[CH2:22][CH2:23]1, predict the reactants needed to synthesize it. The reactants are: Br[C:2]1[CH:3]=[C:4]2[C:9](=[CH:10][CH:11]=1)[N:8]([CH2:12][CH2:13][N:14]1[CH2:19][CH2:18][O:17][CH2:16][CH2:15]1)[C:7](=[O:20])[N:6]=[CH:5]2.[CH:21]1([NH:24][C:25](=[O:42])[C:26]2[CH:31]=[CH:30][C:29]([CH3:32])=[C:28](B3OC(C)(C)C(C)(C)O3)[CH:27]=2)[CH2:23][CH2:22]1.